Task: Predict which catalyst facilitates the given reaction.. Dataset: Catalyst prediction with 721,799 reactions and 888 catalyst types from USPTO Product: [Cl:13][C:14]1[C:19]([CH:23]([OH:24])[CH:3]([CH3:2])[CH3:4])=[C:18]([Cl:20])[CH:17]=[CH:16][N:15]=1. The catalyst class is: 81. Reactant: C([Li])[CH2:2][CH2:3][CH3:4].C(NC(C)C)(C)C.[Cl:13][C:14]1[CH:19]=[C:18]([Cl:20])[CH:17]=[CH:16][N:15]=1.C1C[O:24][CH2:23]C1.